From a dataset of Full USPTO retrosynthesis dataset with 1.9M reactions from patents (1976-2016). Predict the reactants needed to synthesize the given product. (1) Given the product [CH2:28]([N:12]1[C:6]2[CH:5]=[C:4]([O:23][CH3:24])[C:3]([O:2][CH3:1])=[CH:22][C:7]=2[C:8]([C:14]2[CH:15]=[C:16]([CH:19]=[CH:20][CH:21]=2)[C:17]#[N:18])=[N:9][CH2:10][C:11]1=[O:13])[CH3:29], predict the reactants needed to synthesize it. The reactants are: [CH3:1][O:2][C:3]1[C:4]([O:23][CH3:24])=[CH:5][C:6]2[NH:12][C:11](=[O:13])[CH2:10][N:9]=[C:8]([C:14]3[CH:15]=[C:16]([CH:19]=[CH:20][CH:21]=3)[C:17]#[N:18])[C:7]=2[CH:22]=1.[H-].[Na+].I[CH2:28][CH3:29]. (2) Given the product [OH:23][C@H:10]1[CH2:9][C@@:8]2([CH3:24])[C@@H:7]([CH2:6][CH2:5][C@@H:4]2[C:2](=[O:3])[CH3:1])[C@H:12]2[C@H:11]1[C@:21]1([CH3:22])[C:15](=[CH:14][CH2:13]2)[CH:16]=[C:17]([O:18][CH3:25])[CH2:19][CH2:20]1, predict the reactants needed to synthesize it. The reactants are: [CH3:1][C:2]([C@@H:4]1[C@@:8]2([CH3:24])[CH2:9][C@H:10]([OH:23])[C@@H:11]3[C@:21]4([CH3:22])[C:15](=[CH:16][C:17]([CH2:19][CH2:20]4)=[O:18])[CH2:14][CH2:13][C@H:12]3[C@@H:7]2[CH2:6][CH2:5]1)=[O:3].[CH3:25]OC(OC)(C)C.C1(C)C=CC(S(O)(=O)=O)=CC=1.CO. (3) Given the product [F:1][C:2]1[CH:3]=[C:4]([NH:9][C:10]([C:12]2[CH:13]=[C:14]([S:18](=[O:20])(=[O:19])[NH:26][C@H:24]([CH3:25])[C:23]([F:28])([F:27])[F:22])[S:15][C:16]=2[CH3:17])=[O:11])[CH:5]=[CH:6][C:7]=1[F:8], predict the reactants needed to synthesize it. The reactants are: [F:1][C:2]1[CH:3]=[C:4]([NH:9][C:10]([C:12]2[CH:13]=[C:14]([S:18](Cl)(=[O:20])=[O:19])[S:15][C:16]=2[CH3:17])=[O:11])[CH:5]=[CH:6][C:7]=1[F:8].[F:22][C:23]([F:28])([F:27])[C@H:24]([NH2:26])[CH3:25]. (4) Given the product [Cl:1][C:2]1[CH:9]=[CH:8][C:5]([CH2:6][O:10][C:11]2[CH:12]=[CH:13][C:14]([CH2:17][C:18](=[O:20])[CH3:19])=[CH:15][CH:16]=2)=[CH:4][CH:3]=1, predict the reactants needed to synthesize it. The reactants are: [Cl:1][C:2]1[CH:9]=[CH:8][C:5]([CH2:6]Cl)=[CH:4][CH:3]=1.[OH:10][C:11]1[CH:16]=[CH:15][C:14]([CH2:17][C:18](=[O:20])[CH3:19])=[CH:13][CH:12]=1.